This data is from Catalyst prediction with 721,799 reactions and 888 catalyst types from USPTO. The task is: Predict which catalyst facilitates the given reaction. (1) Product: [Cl:1][C:2]1[CH:10]=[CH:9][C:8]([S:11]([CH2:14][CH2:16][CH3:17])(=[O:13])=[O:12])=[CH:7][C:3]=1[C:4]([OH:6])=[O:5]. The catalyst class is: 259. Reactant: [Cl:1][C:2]1[CH:10]=[CH:9][C:8]([S:11]([CH3:14])(=[O:13])=[O:12])=[CH:7][C:3]=1[C:4]([OH:6])=[O:5].Cl[C:16]1C=CC(S(O)=O)=C[C:17]=1C(O)=O.ICCC. (2) Reactant: [C:1]([O:5][C:6]([NH:8][C@H:9]([C:13]1[CH:18]=[CH:17][C:16]([OH:19])=[CH:15][CH:14]=1)[C:10]([OH:12])=[O:11])=[O:7])([CH3:4])([CH3:3])[CH3:2].[H-].[Na+].[CH3:22][O:23][CH2:24][CH2:25]Br. Product: [C:1]([O:5][C:6]([NH:8][C@H:9]([C:13]1[CH:18]=[CH:17][C:16]([O:19][CH2:25][CH2:24][O:23][CH3:22])=[CH:15][CH:14]=1)[C:10]([OH:12])=[O:11])=[O:7])([CH3:4])([CH3:2])[CH3:3]. The catalyst class is: 9. (3) Reactant: [C:1]([O:4][C@H:5]([C:56]1[CH:61]=[CH:60][C:59]([F:62])=[CH:58][CH:57]=1)[CH2:6][CH2:7][C@H:8]1[C:11](=[O:12])[N:10]([C:13]2[CH:18]=[CH:17][C:16]([C:19]#[C:20][CH2:21][NH:22][S:23]([CH3:26])(=[O:25])=[O:24])=[CH:15][CH:14]=2)[C@@H:9]1[C:27]1[CH:32]=[CH:31][C:30]([C:33]2[CH:38]=[CH:37][C:36]([C:39]3([OH:47])[CH2:44][O:43][C:42]([CH3:46])([CH3:45])[O:41][CH2:40]3)=[CH:35][CH:34]=2)=[CH:29][C:28]=1[O:48][CH2:49][C:50]1[CH:55]=[CH:54][CH:53]=[CH:52][CH:51]=1)(=[O:3])[CH3:2]. Product: [C:1]([O:4][C@H:5]([C:56]1[CH:61]=[CH:60][C:59]([F:62])=[CH:58][CH:57]=1)[CH2:6][CH2:7][C@H:8]1[C:11](=[O:12])[N:10]([C:13]2[CH:14]=[CH:15][C:16]([CH2:19][CH2:20][CH2:21][NH:22][S:23]([CH3:26])(=[O:24])=[O:25])=[CH:17][CH:18]=2)[C@@H:9]1[C:27]1[CH:32]=[CH:31][C:30]([C:33]2[CH:38]=[CH:37][C:36]([C:39]3([OH:47])[CH2:40][O:41][C:42]([CH3:45])([CH3:46])[O:43][CH2:44]3)=[CH:35][CH:34]=2)=[CH:29][C:28]=1[O:48][CH2:49][C:50]1[CH:51]=[CH:52][CH:53]=[CH:54][CH:55]=1)(=[O:3])[CH3:2]. The catalyst class is: 153.